Dataset: Full USPTO retrosynthesis dataset with 1.9M reactions from patents (1976-2016). Task: Predict the reactants needed to synthesize the given product. Given the product [CH3:1][C:2]1[CH:7]=[CH:6][N:5]2[C:8]([C:11]3[CH:12]=[C:13]([C:28]4[CH:29]=[CH:30][CH:31]=[CH:32][C:27]=4[C:26]([F:37])([F:36])[F:25])[CH:14]=[CH:15][CH:16]=3)=[CH:9][N:10]=[C:4]2[N:3]=1, predict the reactants needed to synthesize it. The reactants are: [CH3:1][C:2]1[CH:7]=[CH:6][N:5]2[C:8]([C:11]3[CH:12]=[C:13](OS(C(F)(F)F)(=O)=O)[CH:14]=[CH:15][CH:16]=3)=[CH:9][N:10]=[C:4]2[N:3]=1.[F:25][C:26]([F:37])([F:36])[C:27]1[CH:32]=[CH:31][CH:30]=[CH:29][C:28]=1B(O)O.